This data is from Catalyst prediction with 721,799 reactions and 888 catalyst types from USPTO. The task is: Predict which catalyst facilitates the given reaction. Reactant: [OH:1]CC1C=C(O)C=CC=1.C(N(CC)CC)C.[C:17]([O:20][C:21]1[C:22](=[CH:26][CH:27]=[CH:28][CH:29]=1)[C:23](Cl)=[O:24])(=[O:19])[CH3:18]. Product: [C:17]([O:20][C:21]1[CH:29]=[CH:28][CH:27]=[CH:26][C:22]=1[C:23]([OH:1])=[O:24])(=[O:19])[CH3:18]. The catalyst class is: 93.